This data is from Reaction yield outcomes from USPTO patents with 853,638 reactions. The task is: Predict the reaction yield, written as a fraction of the theoretical maximum amount of product (1.0 means a 100% yield; for example, 0.34 means a 34% yield). (1) The reactants are Br[C:2]1[C:7]([CH3:8])=[CH:6][CH:5]=[CH:4][N:3]=1.[NH2:9][C@@H:10]1[CH2:15][CH2:14][CH2:13][N:12]([C:16]([O:18][C:19]([CH3:22])([CH3:21])[CH3:20])=[O:17])[CH2:11]1.C([O-])([O-])=O.[Cs+].[Cs+].O. The catalyst is C1(C)C=CC=CC=1.C12(PC34CC(CC3)CC4)CC(CC1)CC2.CN(CC1[C-]([Pd]Cl)C=CC=1)C.[CH-]1C=CC=C1.[Fe+2].CC([O-])=O.CC([O-])=O.[Pd+2]. The product is [CH3:8][C:7]1[C:2]([NH:9][C@@H:10]2[CH2:15][CH2:14][CH2:13][N:12]([C:16]([O:18][C:19]([CH3:22])([CH3:21])[CH3:20])=[O:17])[CH2:11]2)=[N:3][CH:4]=[CH:5][CH:6]=1. The yield is 0.600. (2) The reactants are O.[OH-].[Li+].[CH3:4][O:5][C:6]1[CH:7]=[C:8]([CH2:14][CH2:15][NH:16][C:17]2[N:22]=[C:21]([C:23]3[CH:24]=[C:25]([CH:31]=[CH:32][CH:33]=3)[C:26]([O:28]CC)=[O:27])[CH:20]=[CH:19][N:18]=2)[CH:9]=[CH:10][C:11]=1[O:12][CH3:13]. The catalyst is C1COCC1.C(O)C.O. The product is [CH3:4][O:5][C:6]1[CH:7]=[C:8]([CH2:14][CH2:15][NH:16][C:17]2[N:22]=[C:21]([C:23]3[CH:24]=[C:25]([CH:31]=[CH:32][CH:33]=3)[C:26]([OH:28])=[O:27])[CH:20]=[CH:19][N:18]=2)[CH:9]=[CH:10][C:11]=1[O:12][CH3:13]. The yield is 0.840. (3) No catalyst specified. The reactants are [CH3:1][O:2][C:3]1[CH:11]=[C:10]2[C:6]([CH:7]([C:12]([F:15])([F:14])[F:13])[O:8][CH2:9]2)=[CH:5][C:4]=1[CH:16]=[O:17].FC(F)(F)C1([C:23]2[CH:28]=[CH:27][CH:26]=[CH:25][CH:24]=2)[C:28]2[C:23](=[CH:24][C:25](OC)=[CH:26][CH:27]=2)CO1. The product is [F:15][C:12]([F:13])([F:14])[C:7]1([C:23]2[CH:28]=[CH:27][CH:26]=[CH:25][CH:24]=2)[C:6]2[C:10](=[CH:11][C:3]([O:2][CH3:1])=[C:4]([CH:16]=[O:17])[CH:5]=2)[CH2:9][O:8]1. The yield is 0.617. (4) The reactants are [Br:1][C:2]1[CH:3]=[C:4]2[C:8](=[CH:9][C:10]=1[CH3:11])[NH:7][C:6](C(O)=O)=[C:5]2[CH3:15].BrC1C(C)=C2C(=CC=1)NC(C(O)=O)=C2C.CCOCC.Cl. The catalyst is N1C2C(=CC=CC=2)C=CC=1.[Cu]. The product is [Br:1][C:2]1[CH:3]=[C:4]2[C:8](=[CH:9][C:10]=1[CH3:11])[NH:7][CH:6]=[C:5]2[CH3:15]. The yield is 0.370. (5) The reactants are [CH2:1]([O:3][C:4]([C:6]1[C:7]([CH3:22])=[N:8][N:9]2[C:14]([CH:15]3[CH2:20][CH2:19][CH2:18][CH2:17][CH2:16]3)=[C:13](Br)[CH:12]=[N:11][C:10]=12)=[O:5])[CH3:2].[F:23][C:24]1[CH:29]=[CH:28][C:27](B(O)O)=[CH:26][CH:25]=1.P([O-])([O-])([O-])=O.[K+].[K+].[K+].O1CCOCC1. The catalyst is [Pd].C(OCC)(=O)C. The product is [CH2:1]([O:3][C:4]([C:6]1[C:7]([CH3:22])=[N:8][N:9]2[C:14]([CH:15]3[CH2:20][CH2:19][CH2:18][CH2:17][CH2:16]3)=[C:13]([C:27]3[CH:28]=[CH:29][C:24]([F:23])=[CH:25][CH:26]=3)[CH:12]=[N:11][C:10]=12)=[O:5])[CH3:2]. The yield is 0.940. (6) The reactants are [NH2:1][C@H:2]([C:19]([NH:21][C@H:22]([C:27]([O:29][CH3:30])=[O:28])[CH2:23][CH:24]([CH3:26])[CH3:25])=[O:20])[CH2:3][C:4]1[CH:9]=[CH:8][C:7]([CH2:10][NH:11][C:12]([O:14][C:15]([CH3:18])([CH3:17])[CH3:16])=[O:13])=[CH:6][CH:5]=1.[NH:31]([N:43]=[N+:44]=[N-:45])[C@H:32]([C:40](O)=[O:41])[CH2:33][C:34]1[CH:39]=[CH:38][CH:37]=[CH:36][CH:35]=1.CN(C(ON1N=NC2C=CC=CC1=2)=[N+](C)C)C.F[P-](F)(F)(F)(F)F.CCN(C(C)C)C(C)C. The catalyst is C(Cl)Cl.CC(=O)OCC. The product is [NH:31]([N:43]=[N+:44]=[N-:45])[C@H:32]([C:40]([NH:1][C@H:2]([C:19]([NH:21][C@H:22]([C:27]([O:29][CH3:30])=[O:28])[CH2:23][CH:24]([CH3:26])[CH3:25])=[O:20])[CH2:3][C:4]1[CH:5]=[CH:6][C:7]([CH2:10][NH:11][C:12]([O:14][C:15]([CH3:16])([CH3:17])[CH3:18])=[O:13])=[CH:8][CH:9]=1)=[O:41])[CH2:33][C:34]1[CH:39]=[CH:38][CH:37]=[CH:36][CH:35]=1. The yield is 0.740. (7) The reactants are [CH3:1][C:2]1([CH3:19])[C:6]([CH3:8])([CH3:7])[O:5][B:4]([C:9]2[CH:14]=[CH:13][CH:12]=[C:11]([N+:15]([O-])=O)[C:10]=2[CH3:18])[O:3]1. The catalyst is CO. The product is [CH3:18][C:10]1[C:9]([B:4]2[O:5][C:6]([CH3:7])([CH3:8])[C:2]([CH3:19])([CH3:1])[O:3]2)=[CH:14][CH:13]=[CH:12][C:11]=1[NH2:15]. The yield is 1.00.